From a dataset of Experimentally validated miRNA-target interactions with 360,000+ pairs, plus equal number of negative samples. Binary Classification. Given a miRNA mature sequence and a target amino acid sequence, predict their likelihood of interaction. (1) The miRNA is mmu-miR-669f-3p with sequence CAUAUACAUACACACACACGUAU. The protein sequence of the target gene is MQSFRERCGFHGKQQNYPQTSQETSRLENYRQPGQAGLSCDRQRLLAKDYYSPQPYTGYEGGTGTPSGTVATAAADKYHRGSKSLQGRPAFPSYVQDSSPYPGRYSGEEGLQTWGGPQPPPPQPQPLPGAVSKYEENLMKKTVVPPPNRQYPEQGPQLPFRTHSLHVPPPQPQQPLAYPKLQRQKPQNDLASPLPFPQGSHFPQHSQSFPTSSTYAPTVQGGGQGAHSYKSCTAPSAQPHDRPMSANANLAPGQRVQNLHAYQPGRLGYEQQQQALQGRHHTQETLHYQNLAKYQHYGQQ.... Result: 1 (interaction). (2) The miRNA is hsa-miR-600 with sequence ACUUACAGACAAGAGCCUUGCUC. The protein sequence of the target gene is MKVRSAGSDRDVLCVTEEDLAGEDEDMPSFPCTQEGRAGPRCNRCQKNLSLHTSVRILYLFLTLLLVAVAVLASLVFRKVDSLSEDISLAQSIYNKKLVSMQENLQGLDPKALINCSFCREAEQLGQEIRKVQEELEGLQKMLLAQEVQLDQTSQTHELLSTRSSQISQEMGSCSFSIHQVNQSLGLFLAQVRGWQATTAGMDITLKDLTQECYDVKAAVHQINFTVGQTAEWIHGIQRKTDEETLTLQKIVTDWQNYTRLFGGLRTTSAKTGEIVKTIQTTLGASSQRISQNSESMHDL.... Result: 0 (no interaction).